From a dataset of Full USPTO retrosynthesis dataset with 1.9M reactions from patents (1976-2016). Predict the reactants needed to synthesize the given product. Given the product [OH:2][CH2:3][C:4]1([C:21]([N:23]2[CH2:32][CH2:31][C:30]3[N:29]=[CH:28][C:27]([C:33]([F:35])([F:36])[F:34])=[CH:26][C:25]=3[CH2:24]2)=[O:22])[CH2:8][CH2:7][N:6]([CH2:9][C:10]2[CH:11]=[CH:12][C:13]3[O:17][C:16](=[O:18])[N:15]([CH3:19])[C:14]=3[CH:20]=2)[CH2:5]1, predict the reactants needed to synthesize it. The reactants are: C[O:2][CH2:3][C:4]1([C:21]([N:23]2[CH2:32][CH2:31][C:30]3[N:29]=[CH:28][C:27]([C:33]([F:36])([F:35])[F:34])=[CH:26][C:25]=3[CH2:24]2)=[O:22])[CH2:8][CH2:7][N:6]([CH2:9][C:10]2[CH:11]=[CH:12][C:13]3[O:17][C:16](=[O:18])[N:15]([CH3:19])[C:14]=3[CH:20]=2)[CH2:5]1.B(Br)(Br)Br.